Predict the reactants needed to synthesize the given product. From a dataset of Full USPTO retrosynthesis dataset with 1.9M reactions from patents (1976-2016). (1) Given the product [C:34]([O:38][C:39]([NH:41][C:42]([CH3:47])([CH3:46])[C:43]([O:45][CH:1]([CH3:6])[CH3:2])=[O:44])=[O:40])([CH3:37])([CH3:35])[CH3:36], predict the reactants needed to synthesize it. The reactants are: [C:1]1(P(C2C=CC=CC=2)C2C=CC=CC=2)[CH:6]=CC=C[CH:2]=1.CC(OC(/N=N/C(OC(C)C)=O)=O)C.[C:34]([O:38][C:39]([NH:41][C:42]([CH3:47])([CH3:46])[C:43]([OH:45])=[O:44])=[O:40])([CH3:37])([CH3:36])[CH3:35].C(O)(C)C. (2) The reactants are: [H-].[Na+].[C:3](#[N:5])[CH3:4].C([O:8][C:9](=O)[C:10]([CH3:14])([CH3:13])[CH2:11][CH3:12])C. Given the product [CH3:13][C:10]([CH3:14])([CH2:11][CH3:12])[C:9](=[O:8])[CH2:4][C:3]#[N:5], predict the reactants needed to synthesize it. (3) Given the product [CH3:1][O:2][C:3]([C:4]1[N:20]=[C:17]([CH3:18])[S:19][C:5]=1[C:6]1[CH:11]=[CH:10][CH:9]=[C:8]([CH3:12])[C:7]=1[CH3:13])=[O:16], predict the reactants needed to synthesize it. The reactants are: [CH3:1][O:2][C:3](=[O:16])[C:4](=O)[CH:5](Cl)[C:6]1[CH:11]=[CH:10][CH:9]=[C:8]([CH3:12])[C:7]=1[CH3:13].[C:17]([NH2:20])(=[S:19])[CH3:18]. (4) Given the product [Cl:37][C:8]1[CH:9]=[C:10]([O:14][C:15]2[C:20]([C:21]([N:23]3[C:32]4[C:27](=[CH:28][CH:29]=[CH:30][CH:31]=4)[N:26]([CH:33]4[CH2:35][CH2:34]4)[CH2:25][CH2:24]3)=[O:22])=[CH:19][N:18]=[C:17]([CH3:36])[CH:16]=2)[C:11]([Cl:13])=[CH:12][C:7]=1[C:6]([NH:5][CH2:4][C:3]([OH:39])=[O:2])=[O:38], predict the reactants needed to synthesize it. The reactants are: C[O:2][C:3](=[O:39])[CH2:4][NH:5][C:6](=[O:38])[C:7]1[CH:12]=[C:11]([Cl:13])[C:10]([O:14][C:15]2[C:20]([C:21]([N:23]3[C:32]4[C:27](=[CH:28][CH:29]=[CH:30][CH:31]=4)[N:26]([CH:33]4[CH2:35][CH2:34]4)[CH2:25][CH2:24]3)=[O:22])=[CH:19][N:18]=[C:17]([CH3:36])[CH:16]=2)=[CH:9][C:8]=1[Cl:37].O.O.[OH-].[Li+].Cl.